Dataset: Peptide-MHC class II binding affinity with 134,281 pairs from IEDB. Task: Regression. Given a peptide amino acid sequence and an MHC pseudo amino acid sequence, predict their binding affinity value. This is MHC class II binding data. (1) The peptide sequence is MGEAVQNTVEDLKLN. The MHC is DRB5_0101 with pseudo-sequence DRB5_0101. The binding affinity (normalized) is 0.211. (2) The peptide sequence is EKKYQAATQFEPLAA. The MHC is DRB1_0101 with pseudo-sequence DRB1_0101. The binding affinity (normalized) is 0.688. (3) The binding affinity (normalized) is 0.0704. The peptide sequence is YQGVQQKWDATATEL. The MHC is DRB1_1302 with pseudo-sequence DRB1_1302.